This data is from Full USPTO retrosynthesis dataset with 1.9M reactions from patents (1976-2016). The task is: Predict the reactants needed to synthesize the given product. (1) The reactants are: C(N(CC)C(C)C)(C)C.[CH2:10]([O:12][C:13]([N:15]=[C:16]=[O:17])=[O:14])C.[Si]([O:25][C:26]1[CH:31]=[C:30]([O:32][Si](C(C)(C)C)(C)C)[CH:29]=[CH:28][C:27]=1[C@H:40]1[CH2:45][CH2:44][C@H:43]([OH:46])[CH2:42][CH2:41]1)(C(C)(C)C)(C)C. Given the product [C:16]([NH:15][C:13]([O:12][CH3:10])=[O:14])([O:46][C@H:43]1[CH2:42][CH2:41][C@H:40]([C:27]2[CH:28]=[CH:29][C:30]([OH:32])=[CH:31][C:26]=2[OH:25])[CH2:45][CH2:44]1)=[O:17], predict the reactants needed to synthesize it. (2) Given the product [CH3:26][N:24]([CH3:25])[CH2:23][CH:22]([O:21][C:15]1[C:16]([C:19]#[N:20])=[N:17][CH:18]=[C:13]([NH:12][C:2]2[N:3]=[CH:4][C:5]3[C:10]([CH:11]=2)=[CH:9][CH:8]=[CH:7][CH:6]=3)[N:14]=1)[CH3:27], predict the reactants needed to synthesize it. The reactants are: Cl[C:2]1[N:3]=[CH:4][C:5]2[C:10]([CH:11]=1)=[CH:9][CH:8]=[CH:7][CH:6]=2.[NH2:12][C:13]1[N:14]=[C:15]([O:21][CH:22]([CH3:27])[CH2:23][N:24]([CH3:26])[CH3:25])[C:16]([C:19]#[N:20])=[N:17][CH:18]=1.CC(C)([O-])C.[Na+].CC1C=CC(S(O)(=O)=O)=CC=1. (3) Given the product [CH3:25][S:22]([C:19]1[CH:18]=[N:17][C:16]([N:14]2[CH2:13][CH2:12][C:11]3([CH2:26][CH2:27][NH:8][CH2:9][CH2:10]3)[CH2:15]2)=[N:21][CH:20]=1)(=[O:23])=[O:24], predict the reactants needed to synthesize it. The reactants are: C(OC([N:8]1[CH2:27][CH2:26][C:11]2([CH2:15][N:14]([C:16]3[N:21]=[CH:20][C:19]([S:22]([CH3:25])(=[O:24])=[O:23])=[CH:18][N:17]=3)[CH2:13][CH2:12]2)[CH2:10][CH2:9]1)=O)(C)(C)C.Cl. (4) Given the product [CH:11]([N:9]1[CH2:10][C:5]2[C:4]([NH:15][CH2:16][C:17]3[CH:18]=[N:19][C:20]4[C:25]([CH:26]=3)=[CH:24][CH:23]=[CH:22][CH:21]=4)=[N:3][C:2]([N:32]3[CH2:31][CH2:30][N:29]([C:34]([O:36][C:37]([CH3:40])([CH3:39])[CH3:38])=[O:35])[C@@H:28]([CH3:27])[CH2:33]3)=[N:7][C:6]=2[C:8]1=[O:14])([CH3:13])[CH3:12], predict the reactants needed to synthesize it. The reactants are: Cl[C:2]1[N:3]=[C:4]([NH:15][CH2:16][C:17]2[CH:18]=[N:19][C:20]3[C:25]([CH:26]=2)=[CH:24][CH:23]=[CH:22][CH:21]=3)[C:5]2[CH2:10][N:9]([CH:11]([CH3:13])[CH3:12])[C:8](=[O:14])[C:6]=2[N:7]=1.[CH3:27][C@H:28]1[CH2:33][NH:32][CH2:31][CH2:30][N:29]1[C:34]([O:36][C:37]([CH3:40])([CH3:39])[CH3:38])=[O:35].CCN(C(C)C)C(C)C. (5) Given the product [N:1]1([C:10]2[S:14][C:13]([CH:15]=[O:16])=[C:12]([O:17][CH2:18][C:19]3[CH:24]=[CH:23][CH:22]=[CH:21][C:20]=3[CH3:25])[CH:11]=2)[C:5]2[CH:6]=[CH:7][CH:8]=[CH:9][C:4]=2[N:3]=[CH:2]1, predict the reactants needed to synthesize it. The reactants are: [N:1]1([C:10]2[S:14][C:13]([CH2:15][OH:16])=[C:12]([O:17][CH2:18][C:19]3[CH:24]=[CH:23][CH:22]=[CH:21][C:20]=3[CH3:25])[CH:11]=2)[C:5]2[CH:6]=[CH:7][CH:8]=[CH:9][C:4]=2[N:3]=[CH:2]1. (6) Given the product [CH:15]([NH:18][C:19]([N:1]1[CH2:6][CH2:5][CH:4]([CH2:7][C:8]2[CH:9]=[CH:10][C:11]([NH2:14])=[CH:12][CH:13]=2)[CH2:3][CH2:2]1)=[O:20])([CH3:17])[CH3:16], predict the reactants needed to synthesize it. The reactants are: [NH:1]1[CH2:6][CH2:5][CH:4]([CH2:7][C:8]2[CH:13]=[CH:12][C:11]([NH2:14])=[CH:10][CH:9]=2)[CH2:3][CH2:2]1.[CH:15]([N:18]=[C:19]=[O:20])([CH3:17])[CH3:16]. (7) Given the product [F:10][C:7]([F:8])([F:9])[C:6](=[O:11])[CH2:12][C:13]#[N:14], predict the reactants needed to synthesize it. The reactants are: [H-].[Na+].C(O[C:6](=[O:11])[C:7]([F:10])([F:9])[F:8])C.[CH3:12][C:13]#[N:14]. (8) The reactants are: [CH2:1]([O:4][C:5]1[C:14]([CH3:15])=[CH:13][C:8]([C:9]([NH:11][NH2:12])=[O:10])=[CH:7][C:6]=1[CH3:16])[CH:2]=[CH2:3].[CH2:17](O[C:19]1[C:20](C)=CC(C(O)=O)=C[C:18]=1[CH3:17])[C:18]1C=CC=[CH:20][CH:19]=1. Given the product [CH2:1]([O:4][C:5]1[C:14]([CH3:15])=[CH:13][C:8]([C:9]([NH:11][NH2:12])=[O:10])=[CH:7][C:6]=1[CH3:16])[C:2]1[CH:20]=[CH:19][CH:18]=[CH:17][CH:3]=1, predict the reactants needed to synthesize it. (9) Given the product [Cl:35][C:33]1[CH:32]=[CH:31][N:30]=[C:29]([C:2]2[CH:7]=[N:6][C:5]([N:8]3[C:16]4[C:11](=[CH:12][CH:13]=[C:14]([C:17]([N:19]5[CH2:24][CH2:23][O:22][CH2:21][CH2:20]5)=[O:18])[CH:15]=4)[C:10]([S:25]([CH3:27])=[O:26])=[CH:9]3)=[N:4][CH:3]=2)[CH:34]=1, predict the reactants needed to synthesize it. The reactants are: Br[C:2]1[CH:3]=[N:4][C:5]([N:8]2[C:16]3[C:11](=[CH:12][CH:13]=[C:14]([C:17]([N:19]4[CH2:24][CH2:23][O:22][CH2:21][CH2:20]4)=[O:18])[CH:15]=3)[C:10]([S:25]([CH3:27])=[O:26])=[CH:9]2)=[N:6][CH:7]=1.Br[C:29]1[CH:34]=[C:33]([Cl:35])[CH:32]=[CH:31][N:30]=1.OC(C1C=CN=C(C2C=NC(N3C4C(=CC=C(C(N5CCOCC5)=O)C=4)C(SC)=C3)=NC=2)C=1)(C)C.